From a dataset of Aqueous solubility values for 9,982 compounds from the AqSolDB database. Regression/Classification. Given a drug SMILES string, predict its absorption, distribution, metabolism, or excretion properties. Task type varies by dataset: regression for continuous measurements (e.g., permeability, clearance, half-life) or binary classification for categorical outcomes (e.g., BBB penetration, CYP inhibition). For this dataset (solubility_aqsoldb), we predict Y. (1) The drug is C/C=N/O. The Y is 0.496 log mol/L. (2) The drug is C=Cc1ccc(O)c(C=C)c1. The Y is -3.39 log mol/L.